From a dataset of Reaction yield outcomes from USPTO patents with 853,638 reactions. Predict the reaction yield, written as a fraction of the theoretical maximum amount of product (1.0 means a 100% yield; for example, 0.34 means a 34% yield). (1) The reactants are [Br:1][C:2]1[CH:3]=[C:4]2[C:10]([C:11]3[O:15][C:14]([CH2:16][NH:17]C(=O)C)=[CH:13][CH:12]=3)=[C:9]([C:21]3[CH:26]=[CH:25][CH:24]=[CH:23][CH:22]=3)[NH:8][C:5]2=[N:6][CH:7]=1.[OH-].[K+]. The catalyst is CO. The product is [Br:1][C:2]1[CH:3]=[C:4]2[C:10]([C:11]3[O:15][C:14]([CH2:16][NH2:17])=[CH:13][CH:12]=3)=[C:9]([C:21]3[CH:22]=[CH:23][CH:24]=[CH:25][CH:26]=3)[NH:8][C:5]2=[N:6][CH:7]=1. The yield is 0.230. (2) The reactants are [NH2:1][C:2]1[CH:3]=[N:4][CH:5]=[CH:6][C:7]=1[OH:8].[NH2:9][C:10]1[CH:18]=[CH:17][CH:16]=[CH:15][C:11]=1[C:12](O)=O. No catalyst specified. The product is [O:8]1[C:7]2[CH:6]=[CH:5][N:4]=[CH:3][C:2]=2[N:1]=[C:12]1[C:11]1[CH:15]=[CH:16][CH:17]=[CH:18][C:10]=1[NH2:9]. The yield is 0.390. (3) The reactants are [Cl:1][C:2]1[CH:7]=[CH:6][C:5]([S:8]([N:11]2[CH2:16][CH2:15][CH2:14][C@@H:13]([NH:17][C:18]3[N:23]=[C:22]([C:24]4[N:31]5[C:27]([S:28][CH:29]=[CH:30]5)=[N:26][C:25]=4[C:32]4[CH:33]=[C:34]([CH:41]=[CH:42][CH:43]=4)[C:35](N(OC)C)=[O:36])[CH:21]=[CH:20][N:19]=3)[CH2:12]2)(=[O:10])=[O:9])=[CH:4][CH:3]=1.[CH3:44][Mg]Cl. The catalyst is O1CCCC1. The product is [Cl:1][C:2]1[CH:7]=[CH:6][C:5]([S:8]([N:11]2[CH2:16][CH2:15][CH2:14][C@@H:13]([NH:17][C:18]3[N:23]=[C:22]([C:24]4[N:31]5[C:27]([S:28][CH:29]=[CH:30]5)=[N:26][C:25]=4[C:32]4[CH:33]=[C:34]([C:35](=[O:36])[CH3:44])[CH:41]=[CH:42][CH:43]=4)[CH:21]=[CH:20][N:19]=3)[CH2:12]2)(=[O:9])=[O:10])=[CH:4][CH:3]=1. The yield is 0.910. (4) The reactants are [C:1]([C:5]1[O:9][N:8]=[C:7]([NH:10][C:11]([NH:13][C:14]2[CH:19]=[CH:18][CH:17]=[C:16]([O:20][C:21]3[C:30]4[C:25](=[CH:26][C:27]([O:33][C@H:34]5[CH2:38][CH2:37][NH:36][CH2:35]5)=[C:28]([O:31][CH3:32])[CH:29]=4)[N:24]=[CH:23][N:22]=3)[CH:15]=2)=[O:12])[CH:6]=1)([CH3:4])([CH3:3])[CH3:2].FC(F)(F)S(O[CH2:45][C:46]([F:49])([F:48])[F:47])(=O)=O.C(N(CC)C(C)C)(C)C. The catalyst is C(Cl)Cl. The product is [C:1]([C:5]1[O:9][N:8]=[C:7]([NH:10][C:11]([NH:13][C:14]2[CH:19]=[CH:18][CH:17]=[C:16]([O:20][C:21]3[C:30]4[C:25](=[CH:26][C:27]([O:33][C@H:34]5[CH2:38][CH2:37][N:36]([CH2:45][C:46]([F:49])([F:48])[F:47])[CH2:35]5)=[C:28]([O:31][CH3:32])[CH:29]=4)[N:24]=[CH:23][N:22]=3)[CH:15]=2)=[O:12])[CH:6]=1)([CH3:4])([CH3:2])[CH3:3]. The yield is 0.470.